Dataset: Full USPTO retrosynthesis dataset with 1.9M reactions from patents (1976-2016). Task: Predict the reactants needed to synthesize the given product. Given the product [NH2:17][CH2:18][CH2:19][O:20][CH2:21][CH2:22][NH:23][C:24]([C:26]1[CH:50]=[CH:49][C:29]2[N:30]([CH3:48])[C:31]([NH:33][C:34]3[S:35][C:36]4[CH:42]=[C:41]([O:43][C:44]([F:45])([F:46])[F:47])[CH:40]=[CH:39][C:37]=4[N:38]=3)=[N:32][C:28]=2[CH:27]=1)=[O:25], predict the reactants needed to synthesize it. The reactants are: C1C2C(COC(=O)[NH:17][CH2:18][CH2:19][O:20][CH2:21][CH2:22][NH:23][C:24]([C:26]3[CH:50]=[CH:49][C:29]4[N:30]([CH3:48])[C:31]([NH:33][C:34]5[S:35][C:36]6[CH:42]=[C:41]([O:43][C:44]([F:47])([F:46])[F:45])[CH:40]=[CH:39][C:37]=6[N:38]=5)=[N:32][C:28]=4[CH:27]=3)=[O:25])C3C(=CC=CC=3)C=2C=CC=1.N1CCCCC1.